Dataset: Forward reaction prediction with 1.9M reactions from USPTO patents (1976-2016). Task: Predict the product of the given reaction. Given the reactants [OH:1][CH2:2][CH2:3][CH2:4][CH2:5][N:6]1[C:15]2[C:10]([C:11](=[O:17])[NH:12][C:13](=[O:16])[N:14]=2)=[N:9][C:8]2[CH:18]=[C:19]([CH3:23])[C:20]([CH3:22])=[CH:21][C:7]1=2.C(N(CC)CC)C, predict the reaction product. The product is: [CH3:23][C:19]1[C:20]([CH3:22])=[CH:21][C:7]2[N:6]([CH2:5][CH2:4][CH2:3][CH:2]=[O:1])[C:15]3[C:10]([C:11](=[O:17])[NH:12][C:13](=[O:16])[N:14]=3)=[N:9][C:8]=2[CH:18]=1.